Dataset: Full USPTO retrosynthesis dataset with 1.9M reactions from patents (1976-2016). Task: Predict the reactants needed to synthesize the given product. (1) Given the product [ClH:18].[N:28]12[CH2:17][CH2:16][CH:25]([CH2:20][CH2:21]1)[C@@H:24]([NH:26][C:13]([C:10]1[S:11][C:12]3[C:4]([N+:1]([O-:3])=[O:2])=[CH:5][CH:6]=[CH:7][C:8]=3[CH:9]=1)=[O:15])[CH2:23]2, predict the reactants needed to synthesize it. The reactants are: [N+:1]([C:4]1[C:12]2[S:11][C:10]([C:13]([OH:15])=O)=[CH:9][C:8]=2[CH:7]=[CH:6][CH:5]=1)([O-:3])=[O:2].[CH2:16](Cl)[CH2:17][Cl:18].[CH:20]1[CH:21]=C[C:23]2[N:28](O)N=[N:26][C:24]=2[CH:25]=1.C(N(CC)CC)C. (2) Given the product [O:25]1[CH2:24][CH2:23][CH:1]([N:3]2[CH:7]=[C:6]([B:8]3[O:12][C:11]([CH3:14])([CH3:13])[C:10]([CH3:15])([CH3:16])[O:9]3)[CH:5]=[N:4]2)[CH2:2]1, predict the reactants needed to synthesize it. The reactants are: [CH2:1]([N:3]1[CH:7]=[C:6]([B:8]2[O:12][C:11]([CH3:14])([CH3:13])[C:10]([CH3:16])([CH3:15])[O:9]2)[CH:5]=[N:4]1)[CH3:2].BrC1C=NN([CH:23]2CC[O:25][CH2:24]2)C=1. (3) Given the product [CH3:33][N:34]([CH3:35])[CH2:36][C:37]([N:3]1[CH2:8][CH2:7][CH:6]([NH:9][C:10]([C:12]2[CH:32]=[CH:31][C:15]3[N:16]([CH3:30])[C:17]([NH:19][C:20]4[S:21][C:22]5[CH:28]=[C:27]([Cl:29])[CH:26]=[CH:25][C:23]=5[N:24]=4)=[N:18][C:14]=3[CH:13]=2)=[O:11])[CH2:5][CH2:4]1)=[O:38], predict the reactants needed to synthesize it. The reactants are: Cl.Cl.[NH:3]1[CH2:8][CH2:7][CH:6]([NH:9][C:10]([C:12]2[CH:32]=[CH:31][C:15]3[N:16]([CH3:30])[C:17]([NH:19][C:20]4[S:21][C:22]5[CH:28]=[C:27]([Cl:29])[CH:26]=[CH:25][C:23]=5[N:24]=4)=[N:18][C:14]=3[CH:13]=2)=[O:11])[CH2:5][CH2:4]1.[CH3:33][N:34]([CH2:36][C:37](O)=[O:38])[CH3:35].CN(C(ON1N=NC2C=CC=CC1=2)=[N+](C)C)C.F[P-](F)(F)(F)(F)F.CCN(C(C)C)C(C)C. (4) The reactants are: [CH2:1]([O:3][C:4](=[O:23])[CH2:5][C:6]1[CH:11]=[CH:10][C:9](N)=[C:8]([O:13][C:14]2[CH:19]=[C:18]([Cl:20])[CH:17]=[C:16]([Br:21])[CH:15]=2)[C:7]=1[F:22])[CH3:2].C(ON=O)(C)(C)C.[ClH:31].CCOCC. Given the product [CH2:1]([O:3][C:4](=[O:23])[CH2:5][C:6]1[CH:11]=[CH:10][C:9]([Cl:31])=[C:8]([O:13][C:14]2[CH:19]=[C:18]([Cl:20])[CH:17]=[C:16]([Br:21])[CH:15]=2)[C:7]=1[F:22])[CH3:2], predict the reactants needed to synthesize it. (5) Given the product [CH3:37][S:36][C:32]1[N:33]=[C:34]([O:1][C:2]2[CH:28]=[CH:27][CH:26]=[CH:25][C:3]=2[CH2:4][NH:5][C:6]([NH:8][C:9]2[N:13]([C:14]3[CH:19]=[CH:18][C:17]([CH3:20])=[CH:16][CH:15]=3)[N:12]=[C:11]([C:21]([CH3:23])([CH3:24])[CH3:22])[CH:10]=2)=[O:7])[CH:35]=[CH:30][N:31]=1, predict the reactants needed to synthesize it. The reactants are: [OH:1][C:2]1[CH:28]=[CH:27][CH:26]=[CH:25][C:3]=1[CH2:4][NH:5][C:6]([NH:8][C:9]1[N:13]([C:14]2[CH:19]=[CH:18][C:17]([CH3:20])=[CH:16][CH:15]=2)[N:12]=[C:11]([C:21]([CH3:24])([CH3:23])[CH3:22])[CH:10]=1)=[O:7].Cl[C:30]1[CH:35]=[CH:34][N:33]=[C:32]([S:36][CH3:37])[N:31]=1.C(=O)([O-])[O-].[K+].[K+].C(O)(=O)CC(CC(O)=O)(C(O)=O)O. (6) Given the product [C:27]([C:22]1[C:21]([N:16]2[CH2:17][CH:13]([C:11]([NH:10][CH2:9][C:3]3[CH:4]=[CH:5][C:6]([Cl:8])=[CH:7][C:2]=3[Cl:1])=[O:12])[N:14]([CH3:19])[C:15]2=[O:18])=[CH:26][CH:25]=[CH:24][N:23]=1)#[N:28], predict the reactants needed to synthesize it. The reactants are: [Cl:1][C:2]1[CH:7]=[C:6]([Cl:8])[CH:5]=[CH:4][C:3]=1[CH2:9][NH:10][C:11]([CH:13]1[CH2:17][NH:16][C:15](=[O:18])[N:14]1[CH3:19])=[O:12].Br[C:21]1[C:22]([C:27]#[N:28])=[N:23][CH:24]=[CH:25][CH:26]=1.C(=O)([O-])[O-].[Cs+].[Cs+].CC1(C)C2C(=C(P(C3C=CC=CC=3)C3C=CC=CC=3)C=CC=2)OC2C(P(C3C=CC=CC=3)C3C=CC=CC=3)=CC=CC1=2. (7) Given the product [CH3:20][N:21]1[N:11]=[N:10][C:12]2[N:16]([CH:15]=[N:14][C:13]=2[C:17]([NH2:19])=[O:18])[C:22]1=[O:23], predict the reactants needed to synthesize it. The reactants are: NC1NC(C(N)=O)=NC=1.[N+:10](=[C:12]1[NH:16][CH2:15][N:14]=[C:13]1[C:17]([NH2:19])=[O:18])=[N-:11].[CH3:20][N:21]=[C:22]=[O:23]. (8) The reactants are: Cl.[N+:2]([C:5]1[C:6]([NH:11][CH:12]2[CH2:17][CH2:16][NH:15][CH2:14][CH2:13]2)=[N:7][CH:8]=[CH:9][CH:10]=1)([O-:4])=[O:3].[NH:18]1[C:22]2[CH:23]=[CH:24][CH:25]=[CH:26][C:21]=2[N:20]=[C:19]1[C:27](O)=[O:28].N1(O)C2C=CC=CC=2N=N1.Cl.CN(C)CCCN=C=NCC.CN1CCOCC1. Given the product [NH:18]1[C:22]2[CH:23]=[CH:24][CH:25]=[CH:26][C:21]=2[N:20]=[C:19]1[C:27]([N:15]1[CH2:16][CH2:17][CH:12]([NH:11][C:6]2[C:5]([N+:2]([O-:4])=[O:3])=[CH:10][CH:9]=[CH:8][N:7]=2)[CH2:13][CH2:14]1)=[O:28], predict the reactants needed to synthesize it. (9) Given the product [N+:18]([C:16]1[C:15]([N+:1]([O-:3])=[O:2])=[CH:14][C:10]([C:11]([OH:13])=[O:12])=[C:9]([O:8][CH2:6][CH3:7])[CH:17]=1)([O-:20])=[O:19], predict the reactants needed to synthesize it. The reactants are: [N+:1]([O-])([O-:3])=[O:2].[K+].[CH2:6]([O:8][C:9]1[CH:17]=[C:16]([N+:18]([O-:20])=[O:19])[CH:15]=[CH:14][C:10]=1[C:11]([OH:13])=[O:12])[CH3:7].